From a dataset of Reaction yield outcomes from USPTO patents with 853,638 reactions. Predict the reaction yield, written as a fraction of the theoretical maximum amount of product (1.0 means a 100% yield; for example, 0.34 means a 34% yield). (1) The reactants are [H-].C([Al+]CC(C)C)C(C)C.CC(C)C([O:15][C@@H:16]1[C@@H:24]([CH2:25][C:26]2[CH:31]=[CH:30][CH:29]=[CH:28][CH:27]=2)[C:23](=[O:32])[O:22][CH2:21][C@H:20]([NH:33][C:34]([C:36]2[C:41]([O:42][CH2:43][C:44]3[CH:49]=[CH:48][CH:47]=[CH:46][CH:45]=3)=[C:40]([O:50][CH3:51])[CH:39]=[CH:38][N:37]=2)=[O:35])[C:19](=[O:52])[O:18][C@H:17]1[CH3:53])=O. The catalyst is C(Cl)Cl. The product is [CH2:25]([C@@H:24]1[C@@H:16]([OH:15])[C@H:17]([CH3:53])[O:18][C:19](=[O:52])[C@@H:20]([NH:33][C:34]([C:36]2[C:41]([O:42][CH2:43][C:44]3[CH:49]=[CH:48][CH:47]=[CH:46][CH:45]=3)=[C:40]([O:50][CH3:51])[CH:39]=[CH:38][N:37]=2)=[O:35])[CH2:21][O:22][C:23]1=[O:32])[C:26]1[CH:27]=[CH:28][CH:29]=[CH:30][CH:31]=1. The yield is 0.350. (2) The reactants are [C:1]([O:5][C:6]([NH:8][C@H:9]([CH:13]([CH3:15])[CH3:14])[C:10]([OH:12])=O)=[O:7])([CH3:4])([CH3:3])[CH3:2].[CH2:16]([NH:23][CH2:24][CH2:25][OH:26])[C:17]1[CH:22]=[CH:21][CH:20]=[CH:19][CH:18]=1.CN(C(ON1N=NC2C=CC=NC1=2)=[N+](C)C)C.F[P-](F)(F)(F)(F)F.CCN(CC)CC. The catalyst is C(Cl)Cl.O. The product is [CH2:16]([N:23]([CH2:24][CH2:25][OH:26])[C:10](=[O:12])[C@H:9]([NH:8][C:6](=[O:7])[O:5][C:1]([CH3:2])([CH3:3])[CH3:4])[CH:13]([CH3:15])[CH3:14])[C:17]1[CH:22]=[CH:21][CH:20]=[CH:19][CH:18]=1. The yield is 0.880. (3) The reactants are Br[C:2]1[CH:20]=[CH:19][CH:18]=[C:17]([Cl:21])[C:3]=1[CH2:4][CH:5]1[CH2:9][CH2:8][N:7]([CH:10]2[CH2:15][CH2:14][CH2:13][CH2:12][CH2:11]2)[C:6]1=[O:16].B1(B2OCC(C)(C)CO2)OCC(C)(C)C[O:23]1.CC([O-])=O.[K+].C[N+]1([O-])CCOCC1.S(=O)(O)[O-].[Na+]. The catalyst is C1COCC1.C1C=CC(P(C2C=CC=CC=2)[C-]2C=CC=C2)=CC=1.C1C=CC(P(C2C=CC=CC=2)[C-]2C=CC=C2)=CC=1.Cl[Pd]Cl.[Fe+2]. The product is [Cl:21][C:17]1[CH:18]=[CH:19][CH:20]=[C:2]([OH:23])[C:3]=1[CH2:4][CH:5]1[CH2:9][CH2:8][N:7]([CH:10]2[CH2:15][CH2:14][CH2:13][CH2:12][CH2:11]2)[C:6]1=[O:16]. The yield is 0.270. (4) The yield is 0.750. The product is [F:30][C:29]([F:32])([F:31])[S:26]([O:4][CH2:3][C:2]([F:1])([F:15])[C:5]1[CH:10]=[CH:9][C:8]([C:11]([F:12])([F:13])[F:14])=[CH:7][N:6]=1)(=[O:27])=[O:25]. The reactants are [F:1][C:2]([F:15])([C:5]1[CH:10]=[CH:9][C:8]([C:11]([F:14])([F:13])[F:12])=[CH:7][N:6]=1)[CH2:3][OH:4].CCN(C(C)C)C(C)C.[O:25](S(C(F)(F)F)(=O)=O)[S:26]([C:29]([F:32])([F:31])[F:30])(=O)=[O:27]. The catalyst is CCOCC.